From a dataset of Full USPTO retrosynthesis dataset with 1.9M reactions from patents (1976-2016). Predict the reactants needed to synthesize the given product. (1) Given the product [C:1]([O:5][C:6]([N:8]1[C:12]2[CH:13]=[CH:14][CH:15]=[C:16]([CH2:17][Br:20])[C:11]=2[N:10]=[CH:9]1)=[O:7])([CH3:4])([CH3:3])[CH3:2], predict the reactants needed to synthesize it. The reactants are: [C:1]([O:5][C:6]([N:8]1[C:12]2[CH:13]=[CH:14][CH:15]=[C:16]([CH2:17]O)[C:11]=2[N:10]=[CH:9]1)=[O:7])([CH3:4])([CH3:3])[CH3:2].P(Br)(Br)[Br:20].C(Cl)Cl. (2) Given the product [NH2:1][C:4]1[CH:5]=[N:6][C:7]2[C:12]([C:13]=1[NH:14][CH2:15][C:16]1([OH:22])[CH2:21][CH2:20][CH2:19][CH2:18][CH2:17]1)=[CH:11][CH:10]=[CH:9][CH:8]=2, predict the reactants needed to synthesize it. The reactants are: [N+:1]([C:4]1[CH:5]=[N:6][C:7]2[C:12]([C:13]=1[NH:14][CH2:15][C:16]1([OH:22])[CH2:21][CH2:20][CH2:19][CH2:18][CH2:17]1)=[CH:11][CH:10]=[CH:9][CH:8]=2)([O-])=O. (3) Given the product [CH3:1][C:2]1[CH:7]=[CH:6][CH:5]=[CH:4][C:3]=1[NH:8][C:9]1[N:14]2[N:15]=[CH:16][C:17]([C:18]([NH:44][S:41]([C:40]3[C:36]([CH3:35])=[N:37][O:38][C:39]=3[CH3:45])(=[O:42])=[O:43])=[O:20])=[C:13]2[N:12]=[CH:11][C:10]=1[C:21]([N:23]1[CH2:24][CH2:25][CH:26]([C:29]2[CH:30]=[CH:31][CH:32]=[CH:33][CH:34]=2)[CH2:27][CH2:28]1)=[O:22], predict the reactants needed to synthesize it. The reactants are: [CH3:1][C:2]1[CH:7]=[CH:6][CH:5]=[CH:4][C:3]=1[NH:8][C:9]1[N:14]2[N:15]=[CH:16][C:17]([C:18]([OH:20])=O)=[C:13]2[N:12]=[CH:11][C:10]=1[C:21]([N:23]1[CH2:28][CH2:27][CH:26]([C:29]2[CH:34]=[CH:33][CH:32]=[CH:31][CH:30]=2)[CH2:25][CH2:24]1)=[O:22].[CH3:35][C:36]1[C:40]([S:41]([NH2:44])(=[O:43])=[O:42])=[C:39]([CH3:45])[O:38][N:37]=1. (4) Given the product [Br:22][CH2:23][CH2:24][CH2:25][CH2:26][CH2:27][CH2:28][CH2:29][C:30]([NH:1][C:2]1[CH:14]=[CH:13][C:5]([C:6]([O:8][C:9]([CH3:10])([CH3:11])[CH3:12])=[O:7])=[CH:4][CH:3]=1)=[O:31], predict the reactants needed to synthesize it. The reactants are: [NH2:1][C:2]1[CH:14]=[CH:13][C:5]([C:6]([O:8][C:9]([CH3:12])([CH3:11])[CH3:10])=[O:7])=[CH:4][CH:3]=1.C(N(CC)CC)C.[Br:22][CH2:23][CH2:24][CH2:25][CH2:26][CH2:27][CH2:28][CH2:29][C:30](Cl)=[O:31].O. (5) Given the product [Cl:1][C:2]1[S:6][C:5]([C:7]([NH:25][C@H:26]([CH2:27][N:28]2[C:36](=[O:37])[C:35]3[C:30](=[CH:31][CH:32]=[CH:33][CH:34]=3)[C:29]2=[O:38])[CH2:39][CH:40]2[CH2:45][CH2:44][CH2:43][CH2:42][CH2:41]2)=[O:9])=[CH:4][C:3]=1[C:10]1[N:14]([CH3:15])[N:13]=[CH:12][CH:11]=1, predict the reactants needed to synthesize it. The reactants are: [Cl:1][C:2]1[S:6][C:5]([C:7]([OH:9])=O)=[CH:4][C:3]=1[C:10]1[N:14]([CH3:15])[N:13]=[CH:12][CH:11]=1.C(N(CC)C(C)C)(C)C.[NH2:25][C@@H:26]([CH2:39][CH:40]1[CH2:45][CH2:44][CH2:43][CH2:42][CH2:41]1)[CH2:27][N:28]1[C:36](=[O:37])[C:35]2[C:30](=[CH:31][CH:32]=[CH:33][CH:34]=2)[C:29]1=[O:38].CC(OC(N[C@H](C(O)=O)CC1C=CC=CC=1C(F)(F)F)=O)(C)C.F[P-](F)(F)(F)(F)F.Br[P+](N1CCCC1)(N1CCCC1)N1CCCC1. (6) The reactants are: [C:1]([C:3]1([N:15]2[CH2:20][CH2:19][CH:18]([C:21]3[CH:26]=[CH:25][CH:24]=[CH:23][CH:22]=3)[CH2:17][CH2:16]2)[CH2:7][CH2:6][N:5]([C:8]([O:10][C:11]([CH3:14])([CH3:13])[CH3:12])=[O:9])[CH2:4]1)#N.C[Mg]Br. Given the product [CH3:1][C:3]1([N:15]2[CH2:20][CH2:19][CH:18]([C:21]3[CH:26]=[CH:25][CH:24]=[CH:23][CH:22]=3)[CH2:17][CH2:16]2)[CH2:7][CH2:6][N:5]([C:8]([O:10][C:11]([CH3:12])([CH3:13])[CH3:14])=[O:9])[CH2:4]1, predict the reactants needed to synthesize it. (7) Given the product [Cl:1][C:2]1[CH:3]=[C:4]([C:14]([NH:17][CH2:18][C:19]2[C:20](=[O:29])[NH:21][C:22]([CH3:28])=[CH:23][C:24]=2[CH2:25][CH2:26][CH3:27])=[O:16])[C:5]2[CH:6]=[N:7][N:8]([CH:11]([CH3:12])[CH3:13])[C:9]=2[CH:10]=1, predict the reactants needed to synthesize it. The reactants are: [Cl:1][C:2]1[CH:3]=[C:4]([C:14]([OH:16])=O)[C:5]2[CH:6]=[N:7][N:8]([CH:11]([CH3:13])[CH3:12])[C:9]=2[CH:10]=1.[NH2:17][CH2:18][C:19]1[C:20](=[O:29])[NH:21][C:22]([CH3:28])=[CH:23][C:24]=1[CH2:25][CH2:26][CH3:27].ON1C2N=CC=CC=2N=N1.CN1CCOCC1. (8) Given the product [CH:9]([C:7]1[CH:8]=[C:3]([CH:4]=[C:5]([CH:18]([CH3:19])[CH3:20])[C:6]=1[O:16][CH3:17])[C:28]([OH:24])=[O:30])=[O:13], predict the reactants needed to synthesize it. The reactants are: [Mg].Br[C:3]1[CH:4]=[C:5]([CH:18]([CH3:20])[CH3:19])[C:6]([O:16][CH3:17])=[C:7]([CH:9]([O:13]CC)OCC)[CH:8]=1.C[Mg]Br.[O:24]1[CH2:28]CCC1.Cl.[O:30]1CCCC1. (9) Given the product [CH3:12][N:2]([CH3:1])[C:3]1[CH:4]=[C:5]([CH:9]=[CH:10][CH:11]=1)[C:6]([NH:61][C:58]1[S:59][C:60]2[C:52]([CH:47]3[CH2:48][O:49][CH2:50][CH2:51][O:46]3)=[CH:53][CH:54]=[C:55]([O:62][CH3:63])[C:56]=2[N:57]=1)=[O:8], predict the reactants needed to synthesize it. The reactants are: [CH3:1][N:2]([CH3:12])[C:3]1[CH:4]=[C:5]([CH:9]=[CH:10][CH:11]=1)[C:6]([OH:8])=O.CN(C(ON1N=NC2C=CC=NC1=2)=[N+](C)C)C.F[P-](F)(F)(F)(F)F.C(N(C(C)C)C(C)C)C.[O:46]1[CH2:51][CH2:50][O:49][CH2:48][CH:47]1[C:52]1[C:60]2[S:59][C:58]([NH2:61])=[N:57][C:56]=2[C:55]([O:62][CH3:63])=[CH:54][CH:53]=1.